From a dataset of Reaction yield outcomes from USPTO patents with 853,638 reactions. Predict the reaction yield, written as a fraction of the theoretical maximum amount of product (1.0 means a 100% yield; for example, 0.34 means a 34% yield). (1) The reactants are C([O:3][C:4]([C:6]1[CH:11]=[CH:10][C:9]([C@@H:12]([NH:14][S@@](C(C)(C)C)=O)[CH3:13])=[C:8]([F:21])[CH:7]=1)=[CH2:5])C.Cl. The catalyst is CO. The product is [NH2:14][C@H:12]([C:9]1[CH:10]=[CH:11][C:6]([C:4](=[O:3])[CH3:5])=[CH:7][C:8]=1[F:21])[CH3:13]. The yield is 1.03. (2) The reactants are CC(C)([O-])C.[K+].[Cl:7][C:8]1[CH:9]=[CH:10][C:11]([OH:18])=[C:12]([CH:17]=1)[C:13]([NH:15][CH3:16])=[O:14].Br[CH2:20][CH2:21][CH2:22][C:23]([O:25]CC)=[O:24].[OH-].[Na+].Cl. The catalyst is CN(C)C=O.CO.O. The product is [Cl:7][C:8]1[CH:9]=[CH:10][C:11]([O:18][CH2:20][CH2:21][CH2:22][C:23]([OH:25])=[O:24])=[C:12]([C:13]([NH:15][CH3:16])=[O:14])[CH:17]=1. The yield is 0.460. (3) The reactants are [OH:1][C:2]1[CH:7]=[C:6]([CH3:8])[C:5]([NH:9][CH:10]=[O:11])=[C:4]([CH3:12])[C:3]=1[CH3:13].[H-].[Na+].Br[CH2:17][C:18]([CH3:29])=[CH:19][C:20]1[CH:25]=[CH:24][C:23]([CH:26]([CH3:28])[CH3:27])=[CH:22][CH:21]=1.O. The catalyst is CN(C=O)C. The yield is 0.630. The product is [CH:26]([C:23]1[CH:22]=[CH:21][C:20]([CH:19]=[C:18]([CH3:29])[CH2:17][O:1][C:2]2[CH:7]=[C:6]([CH3:8])[C:5]([NH:9][CH:10]=[O:11])=[C:4]([CH3:12])[C:3]=2[CH3:13])=[CH:25][CH:24]=1)([CH3:28])[CH3:27]. (4) The reactants are [S:1]1[C:5]2[CH:6]=[CH:7][CH:8]=[CH:9][C:4]=2[CH:3]=[C:2]1[C:10]1[CH:19]=[C:18]2[C:13]([N:14]=[CH:15][CH:16]=[N:17]2)=[C:12]([C:20]([NH:22][CH2:23][C:24]([O:26]CC)=[O:25])=[O:21])[C:11]=1[OH:29].[OH-].[Na+]. The yield is 0.653. The product is [S:1]1[C:5]2[CH:6]=[CH:7][CH:8]=[CH:9][C:4]=2[CH:3]=[C:2]1[C:10]1[CH:19]=[C:18]2[C:13]([N:14]=[CH:15][CH:16]=[N:17]2)=[C:12]([C:20]([NH:22][CH2:23][C:24]([OH:26])=[O:25])=[O:21])[C:11]=1[OH:29]. The catalyst is C(O)C. (5) The reactants are [Cl:1][C:2]1[N:3]=[C:4](Cl)[C:5]2[CH2:11][O:10][CH2:9][CH:8]([C:12]3[CH:17]=[CH:16][C:15]([O:18][C:19]([F:22])([F:21])[F:20])=[CH:14][CH:13]=3)[C:6]=2[N:7]=1.[CH3:24][NH2:25]. The catalyst is CO. The product is [Cl:1][C:2]1[N:3]=[C:4]([NH:25][CH3:24])[C:5]2[CH2:11][O:10][CH2:9][CH:8]([C:12]3[CH:17]=[CH:16][C:15]([O:18][C:19]([F:22])([F:21])[F:20])=[CH:14][CH:13]=3)[C:6]=2[N:7]=1. The yield is 0.880. (6) The reactants are [C:1]([NH:5][C:6]([C:8]1[C:16]2[C:11](=[N:12][CH:13]=[C:14]([C:17]3[C:25]4[C:20](=[CH:21][CH:22]=[C:23]([O:26][CH:27]([F:29])[F:28])[CH:24]=4)[N:19]([CH:30]4[CH2:35][CH2:34][N:33]([CH3:36])[CH2:32][CH2:31]4)[N:18]=3)[N:15]=2)[N:10](COCC[Si](C)(C)C)[CH:9]=1)=[O:7])([CH3:4])([CH3:3])[CH3:2].FC(F)(F)C(O)=O.C(N)CN.O. The catalyst is ClCCl.C(OCC)(=O)C. The product is [C:1]([NH:5][C:6]([C:8]1[C:16]2[C:11](=[N:12][CH:13]=[C:14]([C:17]3[C:25]4[C:20](=[CH:21][CH:22]=[C:23]([O:26][CH:27]([F:29])[F:28])[CH:24]=4)[N:19]([CH:30]4[CH2:35][CH2:34][N:33]([CH3:36])[CH2:32][CH2:31]4)[N:18]=3)[N:15]=2)[NH:10][CH:9]=1)=[O:7])([CH3:4])([CH3:3])[CH3:2]. The yield is 0.830. (7) The reactants are [CH3:1][O:2][P:3]([Cl:6])([Cl:5])=[O:4].[N:7]1[CH:12]=[CH:11][CH:10]=[CH:9][CH:8]=1. No catalyst specified. The product is [P:3]([Cl:6])([Cl:5])([O-:4])=[O:2].[CH3:1][N+:7]1[CH:12]=[CH:11][CH:10]=[CH:9][CH:8]=1. The yield is 0.270.